This data is from Forward reaction prediction with 1.9M reactions from USPTO patents (1976-2016). The task is: Predict the product of the given reaction. Given the reactants [NH2:1][C@H:2]1[C:11]2[C:6](=[CH:7][CH:8]=[C:9]([C:12]3[CH:13]=[N:14][N:15]([CH2:17][CH2:18][O:19][CH3:20])[CH:16]=3)[CH:10]=2)[N:5]([C:21](=[O:23])[CH3:22])[C@@H:4]([CH:24]2[CH2:26][CH2:25]2)[C@@H:3]1[CH3:27].C[N:29]([C:31]1[C:36]([C:37]2[C:42](P(C3CCCCC3)C3CCCCC3)=[CH:41]C=CC=2)=CC=C[CH:32]=1)C.CC(C)([O-])C.[Na+].BrC1C=CC=C(C)N=1, predict the reaction product. The product is: [CH:24]1([C@H:4]2[C@H:3]([CH3:27])[C@@H:2]([NH:1][C:41]3[CH:42]=[CH:37][CH:36]=[C:31]([CH3:32])[N:29]=3)[C:11]3[C:6](=[CH:7][CH:8]=[C:9]([C:12]4[CH:13]=[N:14][N:15]([CH2:17][CH2:18][O:19][CH3:20])[CH:16]=4)[CH:10]=3)[N:5]2[C:21](=[O:23])[CH3:22])[CH2:26][CH2:25]1.